From a dataset of Reaction yield outcomes from USPTO patents with 853,638 reactions. Predict the reaction yield, written as a fraction of the theoretical maximum amount of product (1.0 means a 100% yield; for example, 0.34 means a 34% yield). (1) The reactants are Br[CH2:2][C:3]1[CH:12]=[CH:11][C:10]2[C:5](=[CH:6][CH:7]=[CH:8][CH:9]=2)[CH:4]=1.CI.[CH3:15][N:16]([CH:18]=[O:19])C. The catalyst is C1COCC1. The product is [CH:4]1[C:5]2[C:10](=[CH:9][CH:8]=[CH:7][CH:6]=2)[CH:11]=[CH:12][C:3]=1[CH2:2][N:16]1[CH2:15][CH2:5][CH2:4][CH2:3][CH2:2][C:18]1=[O:19]. The yield is 0.970. (2) The reactants are [OH:1][CH2:2][CH2:3][CH2:4][CH2:5][CH2:6][CH2:7][CH2:8][C:9]1[CH:15]=[CH:14][C:12]([NH2:13])=[CH:11][CH:10]=1.CCN(CC)CC.Cl[C:24]1[C:25]2[C:30]([N:31]=[C:32]3[C:37]=1[CH:36]=[CH:35][CH:34]=[CH:33]3)=[CH:29][CH:28]=[CH:27][CH:26]=2. The catalyst is CO. The product is [CH:26]1[C:25]2[C:30](=[N:31][C:32]3[C:37]([C:24]=2[NH:13][C:12]2[CH:11]=[CH:10][C:9]([CH2:8][CH2:7][CH2:6][CH2:5][CH2:4][CH2:3][CH2:2][OH:1])=[CH:15][CH:14]=2)=[CH:36][CH:35]=[CH:34][CH:33]=3)[CH:29]=[CH:28][CH:27]=1. The yield is 0.910.